From a dataset of Forward reaction prediction with 1.9M reactions from USPTO patents (1976-2016). Predict the product of the given reaction. (1) Given the reactants C(I)CCCC.[N:7]1[CH:12]=[CH:11][C:10]([CH2:13][CH2:14][NH:15][CH2:16][CH2:17][CH2:18][CH2:19][CH3:20])=[CH:9][CH:8]=1.Cl[C:22]([O:24][CH3:25])=[O:23], predict the reaction product. The product is: [CH2:16]([N:15]([CH2:14][CH2:13][C:10]1[CH:11]=[CH:12][N:7]=[CH:8][CH:9]=1)[C:22](=[O:23])[O:24][CH3:25])[CH2:17][CH2:18][CH2:19][CH3:20]. (2) Given the reactants [NH2:1][CH:2]1[CH2:7][CH2:6][N:5]([CH2:8][CH2:9][N:10]2[C:15]3[CH:16]=[C:17]([N+:20]([O-:22])=[O:21])[CH:18]=[CH:19][C:14]=3[O:13][CH2:12][C:11]2=[O:23])[CH2:4][CH2:3]1.[O:24]=[C:25]1[CH2:30][O:29][C:28]2[CH:31]=[CH:32][C:33]([CH:35]=O)=[N:34][C:27]=2[NH:26]1.C([BH3-])#N.[Na+], predict the reaction product. The product is: [N+:20]([C:17]1[CH:18]=[CH:19][C:14]2[O:13][CH2:12][C:11](=[O:23])[N:10]([CH2:9][CH2:8][N:5]3[CH2:6][CH2:7][CH:2]([NH:1][CH2:35][C:33]4[CH:32]=[CH:31][C:28]5[O:29][CH2:30][C:25](=[O:24])[NH:26][C:27]=5[N:34]=4)[CH2:3][CH2:4]3)[C:15]=2[CH:16]=1)([O-:22])=[O:21].